Dataset: Forward reaction prediction with 1.9M reactions from USPTO patents (1976-2016). Task: Predict the product of the given reaction. (1) Given the reactants [CH2:1]([N:8]1[C:17](=[O:18])[C:16]2[C:11](=[CH:12][C:13]([Cl:19])=[CH:14][CH:15]=2)[N:10]=[C:9]1[CH2:20][C:21]([N:23]([CH3:25])[CH3:24])=[O:22])[C:2]1[CH:7]=[CH:6][CH:5]=[CH:4][CH:3]=1.C([O-])(=O)C.[Na+].[Br:31]Br.O, predict the reaction product. The product is: [CH2:1]([N:8]1[C:17](=[O:18])[C:16]2[C:11](=[CH:12][C:13]([Cl:19])=[CH:14][CH:15]=2)[N:10]=[C:9]1[CH:20]([Br:31])[C:21]([N:23]([CH3:24])[CH3:25])=[O:22])[C:2]1[CH:7]=[CH:6][CH:5]=[CH:4][CH:3]=1. (2) Given the reactants [Br:1][C:2]1[C:10]2[C:5](=[CH:6][C:7]([S:11](Cl)(=[O:13])=[O:12])=[CH:8][CH:9]=2)[N:4]([CH3:15])[CH:3]=1.[O:16]1[CH:20]=[CH:19][C:18]([NH2:21])=[N:17]1.C1COCC1.C[Si]([N-][Si](C)(C)C)(C)C.[Li+], predict the reaction product. The product is: [Br:1][C:2]1[C:10]2[C:5](=[CH:6][C:7]([S:11]([NH:21][C:18]3[CH:19]=[CH:20][O:16][N:17]=3)(=[O:13])=[O:12])=[CH:8][CH:9]=2)[N:4]([CH3:15])[CH:3]=1. (3) Given the reactants [Cl-].[Cl-].[Cl-].[Al+3].[CH2:5]1[C:13]2[C:8](=[CH:9][CH:10]=[CH:11][CH:12]=2)[CH2:7][CH2:6]1.Br[C:15]([CH3:20])([CH3:19])[C:16](Br)=[O:17], predict the reaction product. The product is: [CH3:19][CH:15]1[CH2:20][C:11]2[C:10](=[CH:9][C:8]3[CH2:7][CH2:6][CH2:5][C:13]=3[CH:12]=2)[C:16]1=[O:17]. (4) Given the reactants [F:1][C:2]1[CH:3]=[C:4]([OH:8])[CH:5]=[CH:6][CH:7]=1.Cl[C:10]1[N:11]=[C:12]([OH:20])[C:13]2[CH:19]=[CH:18][N:17]=[CH:16][C:14]=2[N:15]=1, predict the reaction product. The product is: [F:1][C:2]1[CH:3]=[C:4]([CH:5]=[CH:6][CH:7]=1)[O:8][C:10]1[N:11]=[C:12]([OH:20])[C:13]2[CH:19]=[CH:18][N:17]=[CH:16][C:14]=2[N:15]=1. (5) Given the reactants C1C=C(Cl)C=C(C(OO)=[O:9])C=1.[Br:12][C:13]1[CH:18]=[CH:17][CH:16]=[C:15]([S:19][CH2:20][CH3:21])[CH:14]=1.C(Cl)Cl.[OH2:25], predict the reaction product. The product is: [Br:12][C:13]1[CH:18]=[CH:17][CH:16]=[C:15]([S:19]([CH2:20][CH3:21])(=[O:9])=[O:25])[CH:14]=1. (6) Given the reactants [CH2:1]([O:3][C:4](=[O:23])[C:5](=[CH:15][C:16]1[CH:21]=[CH:20][CH:19]=[CH:18][C:17]=1[Cl:22])[C:6](=O)[CH2:7][O:8][CH2:9][CH2:10][N:11]=[N+:12]=[N-:13])[CH3:2].[CH3:24][C:25]1([CH3:33])[CH2:30][C:29](=[O:31])[CH2:28][C:27](=O)[CH2:26]1.C([O-])(=O)C.[NH4+:38], predict the reaction product. The product is: [CH2:1]([O:3][C:4]([C:5]1[CH:15]([C:16]2[CH:21]=[CH:20][CH:19]=[CH:18][C:17]=2[Cl:22])[C:28]2[C:29](=[O:31])[CH2:30][C:25]([CH3:33])([CH3:24])[CH2:26][C:27]=2[NH:38][C:6]=1[CH2:7][O:8][CH2:9][CH2:10][N:11]=[N+:12]=[N-:13])=[O:23])[CH3:2]. (7) Given the reactants [NH2:1][CH:2]1[CH2:7][CH2:6][CH2:5][N:4]([C:8]2[N:17]([CH2:18][C:19]3[CH:26]=[CH:25][CH:24]=[CH:23][C:20]=3[C:21]#[N:22])[C:16](=[O:27])[C:15]3[C:10](=[CH:11][CH:12]=[C:13]([F:28])[CH:14]=3)[N:9]=2)[CH2:3]1.[OH-:29].[Na+].OO.Cl, predict the reaction product. The product is: [NH2:1][C@@H:2]1[CH2:7][CH2:6][CH2:5][N:4]([C:8]2[N:17]([CH2:18][C:19]3[CH:26]=[CH:25][CH:24]=[CH:23][C:20]=3[C:21]([NH2:22])=[O:29])[C:16](=[O:27])[C:15]3[C:10](=[CH:11][CH:12]=[C:13]([F:28])[CH:14]=3)[N:9]=2)[CH2:3]1. (8) Given the reactants [CH3:1][N:2]1[C:7]([CH3:9])([CH3:8])[CH2:6][CH:5]([OH:10])[CH2:4][C:3]1([CH3:12])[CH3:11].[Cl:13][C:14]1[CH:23]=[CH:22][C:21]2[C:16](=[CH:17][CH:18]=[C:19]([O:24][CH3:25])[CH:20]=2)[N:15]=1, predict the reaction product. The product is: [ClH:13].[CH3:25][O:24][C:19]1[CH:20]=[C:21]2[C:16](=[CH:17][CH:18]=1)[N:15]=[C:14]([O:10][CH:5]1[CH2:6][C:7]([CH3:8])([CH3:9])[N:2]([CH3:1])[C:3]([CH3:12])([CH3:11])[CH2:4]1)[CH:23]=[CH:22]2. (9) Given the reactants [Cl:1][C:2]1[CH:7]=[CH:6][C:5]([C:8]([C:10]2[N:18]3[C:13]([CH:14]=[C:15]([OH:19])[CH:16]=[CH:17]3)=[C:12]([C:20](=[O:26])[CH2:21][C:22]([CH3:25])([CH3:24])[CH3:23])[C:11]=2[CH2:27][C:28]([CH3:35])([CH3:34])[C:29]([O:31][CH2:32][CH3:33])=[O:30])=[O:9])=[CH:4][CH:3]=1.Br[CH2:37][C:38]1[CH:47]=[CH:46][C:45]2[C:40](=[CH:41][CH:42]=[CH:43][CH:44]=2)[N:39]=1.C(=O)([O-])[O-].[K+].[K+], predict the reaction product. The product is: [Cl:1][C:2]1[CH:3]=[CH:4][C:5]([C:8]([C:10]2[N:18]3[C:13]([CH:14]=[C:15]([O:19][CH2:37][C:38]4[CH:47]=[CH:46][C:45]5[C:40](=[CH:41][CH:42]=[CH:43][CH:44]=5)[N:39]=4)[CH:16]=[CH:17]3)=[C:12]([C:20](=[O:26])[CH2:21][C:22]([CH3:23])([CH3:24])[CH3:25])[C:11]=2[CH2:27][C:28]([CH3:34])([CH3:35])[C:29]([O:31][CH2:32][CH3:33])=[O:30])=[O:9])=[CH:6][CH:7]=1. (10) Given the reactants C(OC([N:8]1[CH2:14][CH2:13][C:12]2[C:15]([S:20][CH2:21][C:22]3[CH:23]=[N:24][C:25](Cl)=[CH:26][CH:27]=3)=[C:16]([Cl:19])[CH:17]=[CH:18][C:11]=2[CH2:10][CH2:9]1)=O)(C)(C)C.[NH:29]1[CH2:34][CH2:33][CH2:32][CH2:31][CH2:30]1, predict the reaction product. The product is: [ClH:19].[Cl:19][C:16]1[CH:17]=[CH:18][C:11]2[CH2:10][CH2:9][NH:8][CH2:14][CH2:13][C:12]=2[C:15]=1[S:20][CH2:21][C:22]1[CH:27]=[CH:26][C:25]([N:29]2[CH2:34][CH2:33][CH2:32][CH2:31][CH2:30]2)=[N:24][CH:23]=1.